Dataset: Full USPTO retrosynthesis dataset with 1.9M reactions from patents (1976-2016). Task: Predict the reactants needed to synthesize the given product. Given the product [CH3:12][C:13]1[N:14]([C:4]2[N:3]=[C:2]([Cl:1])[N:10]=[C:9]3[C:5]=2[N:6]=[CH:7][NH:8]3)[C:15]2[C:20]([CH:21]=1)=[CH:19][CH:18]=[CH:17][CH:16]=2, predict the reactants needed to synthesize it. The reactants are: [Cl:1][C:2]1[N:10]=[C:9]2[C:5]([NH:6][CH:7]=[N:8]2)=[C:4](Cl)[N:3]=1.[CH3:12][CH:13]1[CH2:21][C:20]2[C:15](=[CH:16][CH:17]=[CH:18][CH:19]=2)[NH:14]1.